This data is from NCI-60 drug combinations with 297,098 pairs across 59 cell lines. The task is: Regression. Given two drug SMILES strings and cell line genomic features, predict the synergy score measuring deviation from expected non-interaction effect. Drug 1: C1C(C(OC1N2C=NC3=C(N=C(N=C32)Cl)N)CO)O. Drug 2: C1CNP(=O)(OC1)N(CCCl)CCCl. Cell line: CCRF-CEM. Synergy scores: CSS=50.7, Synergy_ZIP=-1.70, Synergy_Bliss=-3.80, Synergy_Loewe=-31.5, Synergy_HSA=-3.75.